From a dataset of Forward reaction prediction with 1.9M reactions from USPTO patents (1976-2016). Predict the product of the given reaction. Given the reactants [C:1](Cl)(=[O:11])[CH2:2][CH2:3][CH2:4][CH2:5][CH2:6][CH2:7][CH2:8][CH2:9][CH3:10].[N+:13]([C:16]1[CH:42]=[CH:41][C:19]([CH2:20][O:21][C:22]2[CH:23]=[C:24]([CH:38]=[CH:39][CH:40]=2)[C:25]([NH:27][C:28]2[CH:33]=[CH:32][CH:31]=[CH:30][C:29]=2[S:34](=[O:37])(=[O:36])[NH2:35])=[O:26])=[CH:18][CH:17]=1)([O-:15])=[O:14], predict the reaction product. The product is: [N+:13]([C:16]1[CH:17]=[CH:18][C:19]([CH2:20][O:21][C:22]2[CH:23]=[C:24]([CH:38]=[CH:39][CH:40]=2)[C:25]([NH:27][C:28]2[CH:33]=[CH:32][CH:31]=[CH:30][C:29]=2[S:34]([NH:35][C:1](=[O:11])[CH2:2][CH2:3][CH2:4][CH2:5][CH2:6][CH2:7][CH2:8][CH2:9][CH3:10])(=[O:36])=[O:37])=[O:26])=[CH:41][CH:42]=1)([O-:15])=[O:14].